Dataset: Forward reaction prediction with 1.9M reactions from USPTO patents (1976-2016). Task: Predict the product of the given reaction. (1) The product is: [N:1]1[CH:6]=[CH:5][C:4]([CH:7]2[CH2:8][CH:9]3[N:14]([C:15]([O:17][C:18]([CH3:21])([CH3:20])[CH3:19])=[O:16])[CH:12]([CH2:11][CH2:10]3)[CH2:13]2)=[CH:3][CH:2]=1. Given the reactants [N:1]1[CH:6]=[CH:5][C:4]([C:7]2[CH2:13][CH:12]3[N:14]([C:15]([O:17][C:18]([CH3:21])([CH3:20])[CH3:19])=[O:16])[CH:9]([CH2:10][CH2:11]3)[CH:8]=2)=[CH:3][CH:2]=1, predict the reaction product. (2) Given the reactants [Cl:1][C:2]1[CH:25]=[C:24]([Cl:26])[CH:23]=[CH:22][C:3]=1[O:4][C:5]1[C:10]([CH2:11][CH2:12][C:13](OCC)=[O:14])=[CH:9][CH:8]=[C:7]([O:18][CH:19]([CH3:21])[CH3:20])[N:6]=1.[H-].[Al+3].[Li+].[H-].[H-].[H-].O.O.O.O.O.O.O.O.O.O.S([O-])([O-])(=O)=O.[Na+].[Na+], predict the reaction product. The product is: [Cl:1][C:2]1[CH:25]=[C:24]([Cl:26])[CH:23]=[CH:22][C:3]=1[O:4][C:5]1[C:10]([CH2:11][CH2:12][CH2:13][OH:14])=[CH:9][CH:8]=[C:7]([O:18][CH:19]([CH3:21])[CH3:20])[N:6]=1. (3) Given the reactants [C:1]1([CH:7]2[O:12][C@H:11]3[C@@H:13]([OH:18])[C@@H:14]([OH:17])[CH2:15][O:16][C@@H:10]3[CH2:9][O:8]2)[CH:6]=[CH:5][CH:4]=[CH:3][CH:2]=1.[C:19](OC=C)(=[O:21])[CH3:20], predict the reaction product. The product is: [OH:18][C@@H:13]1[C@@H:11]2[O:12][CH:7]([C:1]3[CH:2]=[CH:3][CH:4]=[CH:5][CH:6]=3)[O:8][CH2:9][C@H:10]2[O:16][CH2:15][C@@H:14]1[O:17][C:19](=[O:21])[CH3:20]. (4) Given the reactants [F:1][C:2]1[CH:7]=[CH:6][C:5]([C:8]2[CH:13]=[CH:12][N:11]=[CH:10][C:9]=2[NH:14][CH2:15][C:16]2[O:17][CH:18]=[CH:19][N:20]=2)=[C:4]([O:21][CH3:22])[CH:3]=1.[CH3:23][S:24]([C:27]1[CH:28]=[C:29]([CH:33]=[C:34]([C:36]([F:39])([F:38])[F:37])[CH:35]=1)[C:30](O)=[O:31])(=[O:26])=[O:25], predict the reaction product. The product is: [F:1][C:2]1[CH:7]=[CH:6][C:5]([C:8]2[CH:13]=[CH:12][N:11]=[CH:10][C:9]=2[N:14]([CH2:15][C:16]2[O:17][CH:18]=[CH:19][N:20]=2)[C:30](=[O:31])[C:29]2[CH:33]=[C:34]([C:36]([F:39])([F:37])[F:38])[CH:35]=[C:27]([S:24]([CH3:23])(=[O:26])=[O:25])[CH:28]=2)=[C:4]([O:21][CH3:22])[CH:3]=1.